Dataset: Reaction yield outcomes from USPTO patents with 853,638 reactions. Task: Predict the reaction yield, written as a fraction of the theoretical maximum amount of product (1.0 means a 100% yield; for example, 0.34 means a 34% yield). (1) The reactants are [N+:1]([C:4]1[CH:11]=[CH:10][C:7]([C:8]#[N:9])=[CH:6][CH:5]=1)([O-:3])=[O:2].[CH3:12][CH2:13][OH:14].C([Cl:18])(=O)C. No catalyst specified. The product is [ClH:18].[N+:1]([C:4]1[CH:5]=[CH:6][C:7]([C:8](=[NH:9])[O:14][CH2:13][CH3:12])=[CH:10][CH:11]=1)([O-:3])=[O:2]. The yield is 0.580. (2) The reactants are Cl[C:2]1[N:3]=[C:4]([N:24]2[CH2:29][CH2:28][O:27][CH2:26][CH2:25]2)[C:5]2[N:11]=[CH:10][C:9]([C:12]3[CH:23]=[CH:22][C:15]([C:16]([NH:18][CH:19]4[CH2:21][CH2:20]4)=[O:17])=[CH:14][CH:13]=3)=[CH:8][C:6]=2[N:7]=1.[C:30]([O:34][C:35]([NH:37][C:38]1[N:43]=[CH:42][C:41](B(O)O)=[CH:40][N:39]=1)=[O:36])([CH3:33])([CH3:32])[CH3:31].P([O-])([O-])([O-])=O.[K+].[K+].[K+].CN(C=O)C. The catalyst is C1C=CC([P]([Pd]([P](C2C=CC=CC=2)(C2C=CC=CC=2)C2C=CC=CC=2)([P](C2C=CC=CC=2)(C2C=CC=CC=2)C2C=CC=CC=2)[P](C2C=CC=CC=2)(C2C=CC=CC=2)C2C=CC=CC=2)(C2C=CC=CC=2)C2C=CC=CC=2)=CC=1.O. The product is [CH:19]1([NH:18][C:16]([C:15]2[CH:22]=[CH:23][C:12]([C:9]3[CH:10]=[N:11][C:5]4[C:4]([N:24]5[CH2:29][CH2:28][O:27][CH2:26][CH2:25]5)=[N:3][C:2]([C:41]5[CH:42]=[N:43][C:38]([NH:37][C:35](=[O:36])[O:34][C:30]([CH3:32])([CH3:31])[CH3:33])=[N:39][CH:40]=5)=[N:7][C:6]=4[CH:8]=3)=[CH:13][CH:14]=2)=[O:17])[CH2:21][CH2:20]1. The yield is 0.480. (3) The reactants are [Cl:1][C:2]1[CH:3]=[C:4]([C@H:8]2[O:12][C:11](=[O:13])[N:10]([C@H:14]([CH3:33])[CH2:15][C:16]3[C:24]4[C:19](=[C:20]([NH:25]C(=O)OC(C)(C)C)[CH:21]=[CH:22][CH:23]=4)[NH:18][CH:17]=3)[CH2:9]2)[CH:5]=[CH:6][CH:7]=1.Cl. The catalyst is CO. The product is [NH2:25][C:20]1[CH:21]=[CH:22][CH:23]=[C:24]2[C:19]=1[NH:18][CH:17]=[C:16]2[CH2:15][C@H:14]([N:10]1[CH2:9][C@@H:8]([C:4]2[CH:5]=[CH:6][CH:7]=[C:2]([Cl:1])[CH:3]=2)[O:12][C:11]1=[O:13])[CH3:33]. The yield is 0.900. (4) The product is [C:28]([OH:36])(=[O:35])[C:29]1[CH:34]=[CH:33][CH:32]=[CH:31][CH:30]=1.[Cl:1][C:2]1[CH:3]=[CH:4][C:5]([C@@H:8]([C:22]2[CH:27]=[CH:26][CH:25]=[CH:24][N:23]=2)[O:9][CH:10]2[CH2:15][CH2:14][N:13]([CH2:16][CH2:17][CH2:18][C:19]([OH:21])=[O:20])[CH2:12][CH2:11]2)=[CH:6][CH:7]=1. The catalyst is CC(C)=O. The yield is 0.728. The reactants are [Cl:1][C:2]1[CH:7]=[CH:6][C:5]([C@@H:8]([C:22]2[CH:27]=[CH:26][CH:25]=[CH:24][N:23]=2)[O:9][CH:10]2[CH2:15][CH2:14][N:13]([CH2:16][CH2:17][CH2:18][C:19]([OH:21])=[O:20])[CH2:12][CH2:11]2)=[CH:4][CH:3]=1.[C:28]([OH:36])(=[O:35])[C:29]1[CH:34]=[CH:33][CH:32]=[CH:31][CH:30]=1. (5) The reactants are C[O:2][C:3](=[O:19])[CH:4]([C:11]1[CH:16]=[CH:15][CH:14]=[C:13]([O:17][CH3:18])[CH:12]=1)[CH2:5][CH:6]1[CH2:10][CH2:9][CH2:8][CH2:7]1.[OH-].[Na+].O. The catalyst is O1CCCC1.O.CO. The product is [CH:6]1([CH2:5][CH:4]([C:11]2[CH:16]=[CH:15][CH:14]=[C:13]([O:17][CH3:18])[CH:12]=2)[C:3]([OH:19])=[O:2])[CH2:10][CH2:9][CH2:8][CH2:7]1. The yield is 0.798. (6) The reactants are [OH:1][C:2]1[CH:3]=[CH:4][C:5]2[N:9]=[C:8]([CH2:10][O:11][C:12]3[CH:13]=[C:14]([CH:19]=[CH:20][CH:21]=3)[C:15]([O:17][CH3:18])=[O:16])[N:7]([CH3:22])[C:6]=2[CH:23]=1.[Br:24][C:25]1[C:26]([Cl:32])=[N:27][C:28](F)=[CH:29][CH:30]=1.N1C2C(=CC=C3C=2N=CC=C3)C=CC=1.C(=O)([O-])[O-].[Cs+].[Cs+]. The catalyst is [Cu](I)I.CN(C=O)C. The product is [Br:24][C:25]1[CH:30]=[CH:29][C:28]([O:1][C:2]2[CH:3]=[CH:4][C:5]3[N:9]=[C:8]([CH2:10][O:11][C:12]4[CH:13]=[C:14]([CH:19]=[CH:20][CH:21]=4)[C:15]([O:17][CH3:18])=[O:16])[N:7]([CH3:22])[C:6]=3[CH:23]=2)=[N:27][C:26]=1[Cl:32]. The yield is 0.680. (7) The reactants are [CH3:1][O:2][C:3]([C:5]1[CH:6]=[C:7]([F:24])[CH:8]=[C:9]2[C:14]=1[NH:13][CH:12]([C:15]1[CH:20]=[CH:19][CH:18]=[C:17](Br)[CH:16]=1)[C:11]([CH3:23])([CH3:22])[CH2:10]2)=[O:4].C(=O)([O-])[O-].[Cs+].[Cs+].Cl.[C:32]1([CH3:44])[CH:37]=[CH:36][CH:35]=[CH:34][C:33]=1[N:38]1[CH2:43][CH2:42][NH:41][CH2:40][CH2:39]1. The catalyst is C1(C)C=CC=CC=1.C([O-])(=O)C.[Pd+2].C([O-])(=O)C.CC1(C)C2C(=C(P(C3C=CC=CC=3)C3C=CC=CC=3)C=CC=2)OC2C(P(C3C=CC=CC=3)C3C=CC=CC=3)=CC=CC1=2. The product is [CH3:1][O:2][C:3]([C:5]1[CH:6]=[C:7]([F:24])[CH:8]=[C:9]2[C:14]=1[NH:13][CH:12]([C:15]1[CH:20]=[CH:19][CH:18]=[C:17]([N:41]3[CH2:42][CH2:43][N:38]([C:33]4[CH:34]=[CH:35][CH:36]=[CH:37][C:32]=4[CH3:44])[CH2:39][CH2:40]3)[CH:16]=1)[C:11]([CH3:23])([CH3:22])[CH2:10]2)=[O:4]. The yield is 0.630. (8) The reactants are [H-].[Na+].[Br:3][C:4]1[CH:13]=[C:12]2[C:7]([CH:8]=[CH:9][C:10](=[O:14])[NH:11]2)=[CH:6][CH:5]=1.[CH3:15]I. The catalyst is C1COCC1. The product is [Br:3][C:4]1[CH:13]=[C:12]2[C:7]([CH:8]=[CH:9][C:10](=[O:14])[N:11]2[CH3:15])=[CH:6][CH:5]=1. The yield is 0.400. (9) The reactants are [CH3:1][N:2]1[C:6]([C:7]([F:10])([F:9])[F:8])=[C:5]([CH3:11])[C:4]([OH:12])=[N:3]1.[F:13][C:14]([F:18])([F:17])[CH2:15]I.C(=O)([O-])[O-].[K+].[K+]. The catalyst is CN(C)C=O. The product is [CH3:1][N:2]1[C:6]([C:7]([F:8])([F:9])[F:10])=[C:5]([CH3:11])[C:4]([O:12][CH2:15][C:14]([F:18])([F:17])[F:13])=[N:3]1. The yield is 0.160. (10) The reactants are COC[O:4][C:5]1[CH:15]=[CH:14][C:8]([O:9][CH2:10][C@H:11]2[CH2:13][O:12]2)=[CH:7][CH:6]=1.[C:16]1([C:22]2[C:30]3[C:29]([N:31]4[CH2:36][CH2:35][CH:34]([NH2:37])[CH2:33][CH2:32]4)=[N:28][CH:27]=[N:26][C:25]=3[S:24][CH:23]=2)[CH:21]=[CH:20][CH:19]=[CH:18][CH:17]=1. No catalyst specified. The product is [OH:12][C@H:11]([CH2:13][NH:37][CH:34]1[CH2:35][CH2:36][N:31]([C:29]2[C:30]3[C:22]([C:16]4[CH:21]=[CH:20][CH:19]=[CH:18][CH:17]=4)=[CH:23][S:24][C:25]=3[N:26]=[CH:27][N:28]=2)[CH2:32][CH2:33]1)[CH2:10][O:9][C:8]1[CH:7]=[CH:6][C:5]([OH:4])=[CH:15][CH:14]=1. The yield is 0.570.